Dataset: Catalyst prediction with 721,799 reactions and 888 catalyst types from USPTO. Task: Predict which catalyst facilitates the given reaction. (1) Reactant: [O:1]1CCCC[CH:2]1C(O)=O.[OH2:10].ON1C2[CH:17]=[CH:18][CH:19]=[CH:20][C:15]=2N=N1.[NH:21]1[CH2:26][CH2:25][CH:24]([C:27]2[CH:32]=[CH:31][C:30]([O:33][CH2:34][CH2:35][CH2:36][N:37]3[CH2:42][CH2:41][CH2:40][CH2:39][CH2:38]3)=[CH:29][CH:28]=2)[CH2:23][CH2:22]1. Product: [N:37]1([CH2:36][CH2:35][CH2:34][O:33][C:30]2[CH:29]=[CH:28][C:27]([CH:24]3[CH2:23][CH2:22][N:21]([C:2]([CH:19]4[CH2:18][CH2:17][O:10][CH2:15][CH2:20]4)=[O:1])[CH2:26][CH2:25]3)=[CH:32][CH:31]=2)[CH2:42][CH2:41][CH2:40][CH2:39][CH2:38]1. The catalyst class is: 4. (2) Reactant: [NH2:1][C@@H:2]1[CH2:11][C:10]2[C:5](=[C:6]([S:14]([NH:17][C:18]3[CH:23]=[C:22]([Cl:24])[CH:21]=[CH:20][C:19]=3[O:25][CH3:26])(=[O:16])=[O:15])[CH:7]=[CH:8][C:9]=2[O:12][CH3:13])[O:4][CH2:3]1.Br[CH2:28][CH2:29][CH2:30][CH2:31]Br.C(=O)(O)[O-].[Na+].[I-].[K+]. Product: [Cl:24][C:22]1[CH:21]=[CH:20][C:19]([O:25][CH3:26])=[C:18]([NH:17][S:14]([C:6]2[CH:7]=[CH:8][C:9]([O:12][CH3:13])=[C:10]3[C:5]=2[O:4][CH2:3][C@H:2]([N:1]2[CH2:31][CH2:30][CH2:29][CH2:28]2)[CH2:11]3)(=[O:15])=[O:16])[CH:23]=1. The catalyst class is: 11. (3) Reactant: C([O:8][C:9]1[N:14]=[C:13]([C:15]2[CH2:20][CH2:19][N:18]([C:21]([O:23][C:24]([CH3:27])([CH3:26])[CH3:25])=[O:22])[CH2:17][CH:16]=2)[CH:12]=[CH:11][CH:10]=1)C1C=CC=CC=1. Product: [OH:8][C:9]1[N:14]=[C:13]([CH:15]2[CH2:20][CH2:19][N:18]([C:21]([O:23][C:24]([CH3:27])([CH3:26])[CH3:25])=[O:22])[CH2:17][CH2:16]2)[CH:12]=[CH:11][CH:10]=1. The catalyst class is: 19. (4) Reactant: C(O[CH2:5][C:6]1[C:15]2[C:10](=[CH:11][CH:12]=[C:13]([O:16][C:17]3[CH:22]=[CH:21][CH:20]=[CH:19][CH:18]=3)[CH:14]=2)[C:9]([OH:23])=[C:8]([C:24]([O:26][CH3:27])=[O:25])[N:7]=1)(=O)C.C([O-])([O-])=O.[Na+].[Na+]. Product: [OH:23][C:9]1[C:10]2[C:15](=[CH:14][C:13]([O:16][C:17]3[CH:22]=[CH:21][CH:20]=[CH:19][CH:18]=3)=[CH:12][CH:11]=2)[C:6]([CH3:5])=[N:7][C:8]=1[C:24]([O:26][CH3:27])=[O:25]. The catalyst class is: 153.